This data is from Full USPTO retrosynthesis dataset with 1.9M reactions from patents (1976-2016). The task is: Predict the reactants needed to synthesize the given product. (1) The reactants are: [CH3:1][C:2]1[CH:3]=[C:4]([CH:8]=[C:9]([N:11]2[CH2:16][CH2:15][O:14][CH2:13][CH2:12]2)[N:10]=1)[C:5]([OH:7])=O.C([O:21][C:22](=[O:38])[CH2:23][CH2:24][C:25]1[C:30]([CH3:31])=[CH:29][C:28]([C:32](=[NH:35])[NH:33]O)=[CH:27][C:26]=1[CH2:36][CH3:37])(C)(C)C. Given the product [CH2:36]([C:26]1[CH:27]=[C:28]([C:32]2[N:33]=[C:5]([C:4]3[CH:8]=[C:9]([N:11]4[CH2:16][CH2:15][O:14][CH2:13][CH2:12]4)[N:10]=[C:2]([CH3:1])[CH:3]=3)[O:7][N:35]=2)[CH:29]=[C:30]([CH3:31])[C:25]=1[CH2:24][CH2:23][C:22]([OH:38])=[O:21])[CH3:37], predict the reactants needed to synthesize it. (2) Given the product [CH:6]([OH:35])=[O:5].[NH2:32][C:27]1[CH:26]=[C:25]([Cl:33])[C:24]([N:22]2[CH:21]=[C:20]3[C:15]([NH:14][C:12]4[CH:13]=[C:8]([NH2:7])[N:9]=[CH:10][N:11]=4)=[N:16][CH:17]=[C:18]([F:34])[C:19]3=[N:23]2)=[C:29]([CH:28]=1)[C:30]#[N:31], predict the reactants needed to synthesize it. The reactants are: C([O:5][C:6](=[O:35])[NH:7][C:8]1[CH:13]=[C:12]([NH:14][C:15]2[C:20]3=[CH:21][N:22]([C:24]4[C:29]([C:30]#[N:31])=[CH:28][C:27]([NH2:32])=[CH:26][C:25]=4[Cl:33])[N:23]=[C:19]3[C:18]([F:34])=[CH:17][N:16]=2)[N:11]=[CH:10][N:9]=1)(C)(C)C.Cl. (3) Given the product [C:1]([O:5][C:6](=[O:18])[NH:7][C:8]1[CH:13]=[CH:12][C:11]([C:14]2[N:17]=[C:26]([C:25]3[CH:28]=[CH:29][C:22]([O:21][C:20]([F:19])([F:30])[F:31])=[CH:23][CH:24]=3)[O:16][N:15]=2)=[CH:10][CH:9]=1)([CH3:4])([CH3:2])[CH3:3], predict the reactants needed to synthesize it. The reactants are: [C:1]([O:5][C:6](=[O:18])[NH:7][C:8]1[CH:13]=[CH:12][C:11]([C:14](=[NH:17])[NH:15][OH:16])=[CH:10][CH:9]=1)([CH3:4])([CH3:3])[CH3:2].[F:19][C:20]([F:31])([F:30])[O:21][C:22]1[CH:29]=[CH:28][C:25]([CH:26]=O)=[CH:24][CH:23]=1. (4) Given the product [CH2:1]([O:8][C:9]1[CH:18]=[C:17]2[C:12]([C:13]([NH:30][CH2:29][CH:26]3[CH2:27][CH2:28][O:23][CH2:24][CH2:25]3)=[C:14]([N+:19]([O-:21])=[O:20])[CH:15]=[N:16]2)=[CH:11][CH:10]=1)[C:2]1[CH:7]=[CH:6][CH:5]=[CH:4][CH:3]=1, predict the reactants needed to synthesize it. The reactants are: [CH2:1]([O:8][C:9]1[CH:18]=[C:17]2[C:12]([C:13](Cl)=[C:14]([N+:19]([O-:21])=[O:20])[CH:15]=[N:16]2)=[CH:11][CH:10]=1)[C:2]1[CH:7]=[CH:6][CH:5]=[CH:4][CH:3]=1.[O:23]1[CH2:28][CH2:27][CH:26]([CH2:29][NH2:30])[CH2:25][CH2:24]1. (5) Given the product [S:1]1[CH:5]=[C:4]([C:6]2[N:14]=[C:13]3[C:9]([N:10]=[CH:11][N:12]3[CH:15]([CH3:17])[CH3:16])=[C:8]([NH:23][CH2:24][CH2:25][C:26]3[CH:31]=[CH:30][C:29]([OH:32])=[CH:28][CH:27]=3)[N:7]=2)[C:3]2[CH:19]=[CH:20][CH:21]=[CH:22][C:2]1=2, predict the reactants needed to synthesize it. The reactants are: [S:1]1[CH:5]=[C:4]([C:6]2[N:14]=[C:13]3[C:9]([N:10]=[CH:11][N:12]3[CH:15]([CH3:17])[CH3:16])=[C:8](Cl)[N:7]=2)[C:3]2[CH:19]=[CH:20][CH:21]=[CH:22][C:2]1=2.[NH2:23][CH2:24][CH2:25][C:26]1[CH:31]=[CH:30][C:29]([OH:32])=[CH:28][CH:27]=1. (6) Given the product [Br:1][C:2]1[C:10]2[C:9]([O:13][C@@H:14]([CH2:20][C:21]3[CH:26]=[CH:25][CH:24]=[CH:23][C:22]=3[O:27][CH2:28][CH2:29][N:30]3[CH2:31][CH2:32][N:33]([CH3:36])[CH2:34][CH2:35]3)[C:15]([O:17][CH2:18][CH3:19])=[O:16])=[N:8][CH:7]=[N:6][C:5]=2[S:4][C:3]=1[I:12], predict the reactants needed to synthesize it. The reactants are: [Br:1][C:2]1[C:10]2[C:9](Cl)=[N:8][CH:7]=[N:6][C:5]=2[S:4][C:3]=1[I:12].[OH:13][C@@H:14]([CH2:20][C:21]1[CH:26]=[CH:25][CH:24]=[CH:23][C:22]=1[O:27][CH2:28][CH2:29][N:30]1[CH2:35][CH2:34][N:33]([CH3:36])[CH2:32][CH2:31]1)[C:15]([O:17][CH2:18][CH3:19])=[O:16].C([O-])([O-])=O.[Cs+].[Cs+].